This data is from Full USPTO retrosynthesis dataset with 1.9M reactions from patents (1976-2016). The task is: Predict the reactants needed to synthesize the given product. (1) Given the product [F:1][C:2]([F:18])([F:19])[C:3]1[CH:4]=[C:5]([C:9]2[CH:14]=[CH:13][CH:12]=[C:11]([CH2:15][CH:16]=[O:17])[CH:10]=2)[CH:6]=[CH:7][CH:8]=1, predict the reactants needed to synthesize it. The reactants are: [F:1][C:2]([F:19])([F:18])[C:3]1[CH:4]=[C:5]([C:9]2[CH:14]=[CH:13][CH:12]=[C:11]([CH2:15][CH2:16][OH:17])[CH:10]=2)[CH:6]=[CH:7][CH:8]=1. (2) The reactants are: [C:1]1([CH2:7][CH2:8][C:9]2[C:17]3[CH:16]=[CH:15][S:14][C:13]=3[CH:12]=[CH:11][CH:10]=2)[CH:6]=[CH:5][CH:4]=[CH:3][CH:2]=1.C([Li])CCC.[CH2:23]([O:30][C@@H:31]1[C@@H:37]([O:38][CH2:39][C:40]2[CH:45]=[CH:44][CH:43]=[CH:42][CH:41]=2)[C@H:36]([O:46][CH2:47][C:48]2[CH:53]=[CH:52][CH:51]=[CH:50][CH:49]=2)[C@@H:35]([CH2:54][O:55][CH2:56][C:57]2[CH:62]=[CH:61][CH:60]=[CH:59][CH:58]=2)[O:34][C:32]1=[O:33])[C:24]1[CH:29]=[CH:28][CH:27]=[CH:26][CH:25]=1.[Cl-].[NH4+]. Given the product [CH2:23]([O:30][C@@H:31]1[C@@H:37]([O:38][CH2:39][C:40]2[CH:45]=[CH:44][CH:43]=[CH:42][CH:41]=2)[C@H:36]([O:46][CH2:47][C:48]2[CH:49]=[CH:50][CH:51]=[CH:52][CH:53]=2)[C@@H:35]([CH2:54][O:55][CH2:56][C:57]2[CH:58]=[CH:59][CH:60]=[CH:61][CH:62]=2)[O:34][C:32]1([C:15]1[S:14][C:13]2[CH:12]=[CH:11][CH:10]=[C:9]([CH2:8][CH2:7][C:1]3[CH:2]=[CH:3][CH:4]=[CH:5][CH:6]=3)[C:17]=2[CH:16]=1)[OH:33])[C:24]1[CH:25]=[CH:26][CH:27]=[CH:28][CH:29]=1, predict the reactants needed to synthesize it. (3) Given the product [CH2:9]([C:11]([C:14]1[CH:19]=[CH:18][C:58]([OH:61])=[C:16]([CH3:17])[CH:15]=1)([C:30]1[CH:35]=[CH:34][C:33]([C:36]#[C:37][C:38]2([OH:44])[CH2:43][CH2:42][CH2:41][CH2:40][CH2:39]2)=[C:32]([CH3:45])[CH:31]=1)[CH2:12][CH3:13])[CH3:10], predict the reactants needed to synthesize it. The reactants are: N1C(C)=CC=CC=1C.[CH2:9]([C:11]([C:30]1[CH:35]=[CH:34][C:33]([C:36]#[C:37][C:38]2([OH:44])[CH2:43][CH2:42][CH2:41][CH2:40][CH2:39]2)=[C:32]([CH3:45])[CH:31]=1)([C:14]1[CH:19]=[CH:18][C:17](B2OC(C)(C)C(C)(C)O2)=[C:16](C)[CH:15]=1)[CH2:12][CH3:13])[CH3:10].O([Si](C)(C)C)S(C(F)(F)F)(=O)=O.[C:58](=[O:61])(O)[O-].[Na+].